The task is: Regression. Given a peptide amino acid sequence and an MHC pseudo amino acid sequence, predict their binding affinity value. This is MHC class I binding data.. This data is from Peptide-MHC class I binding affinity with 185,985 pairs from IEDB/IMGT. (1) The peptide sequence is HDHHFTPQI. The MHC is HLA-A23:01 with pseudo-sequence HLA-A23:01. The binding affinity (normalized) is 0.00905. (2) The MHC is HLA-B15:17 with pseudo-sequence HLA-B15:17. The peptide sequence is NHHPRARSM. The binding affinity (normalized) is 0.0847. (3) The peptide sequence is RRKTNLYGF. The MHC is HLA-B15:09 with pseudo-sequence HLA-B15:09. The binding affinity (normalized) is 0.0847. (4) The peptide sequence is QPFLQPQL. The MHC is HLA-B51:01 with pseudo-sequence HLA-B51:01. The binding affinity (normalized) is 0.352.